Dataset: Drug-target binding data from BindingDB using IC50 measurements. Task: Regression. Given a target protein amino acid sequence and a drug SMILES string, predict the binding affinity score between them. We predict pIC50 (pIC50 = -log10(IC50 in M); higher means more potent). Dataset: bindingdb_ic50. (1) The compound is CCCC[C@@H](O)/C=C(C)/C=C/C=C/C(=O)N1CCCC1=O. The target protein (P06526) has sequence MDPLCTASSGPRKKRPRQVGASMASPPHDIKFQNLVLFILEKKMGTTRRNFLMELARRKGFRVENELSDSVTHIVAENNSGSEVLEWLQVQNIRASSQLELLDVSWLIESMGAGKPVEITGKHQLVVRTDYSATPNPGFQKTPPLAVKKISQYACQRKTTLNNYNHIFTDAFEILAENSEFKENEVSYVTFMRAASVLKSLPFTIISMKDTEGIPCLGDKVKCIIEEIIEDGESSEVKAVLNDERYQSFKLFTSVFGVGLKTSEKWFRMGFRSLSKIMSDKTLKFTKMQKAGFLYYEDLVSCVTRAEAEAVGVLVKEAVWAFLPDAFVTMTGGFRRGKKIGHDVDFLITSPGSAEDEEQLLPKVINLWEKKGLLLYYDLVESTFEKFKLPSRQVDTLDHFQKCFLILKLHHQRVDSSKSNQQEGKTWKAIRVDLVMCPYENRAFALLGWTGSRQFERDIRRYATHERKMMLDNHALYDKTKRVFLKAESEEEIFAHLGLD.... The pIC50 is 3.7. (2) The compound is CO[C@@H]1[C@@H](OC(N)=O)[C@@H](O)[C@H](Oc2ccc3c(O)c(NC(=O)c4ccc(O)c(CC=C(C)C)c4)c(=O)oc3c2C)OC1(C)C. The target protein sequence is MTDTTLPPDDSLDRIEPVDIEQEMQRSYIDYAMSVIVGRALPEVRDGLKPVHRRVLYAMFDSGFRPDRSHAKSARSVAETMGNYHPHGDASIYDSLVRMAQPWSLRYPLVDGQGNFGSPGNDPPAAMRYTEARLTPLAMEMLREIDEETVDFIPNYDGRVQEPTVLPSRFPNLLANGSGGIAVGMATNIPPHNLRELADAVFWALENHDADEEETLAAVMGRVKGPDFPTAGLIVGSQGTADAYKTGRGSIRMRGVVEVEEDSRGRTSLVITELPYQVNHDNFITSIAEQVRDGKLAGISNIEDQSSDRVGLRIVIEIKRDAVAKVVINNLYKHTQLQTSFGANMLAIVDGVPRTLRLDQLIRYYVDHQLDVIVRRTTYRLRKANERAHILRGLVKALDALDEVIALIRASETVDIARAGLIELLDIDEIQAQAILDMQLRRLAALERQRIIDDLAKIEAEIADLEDILAKPERQRGIVRDELAEIVDRHGDDRRTRIIA.... The pIC50 is 6.0. (3) The small molecule is CCCCn1c(=O)sn(CC)c1=O. The target is XTSFAESXKPVQQPSAFGS. The pIC50 is 4.2. (4) The compound is NCCCCCC(O)(P(=O)(O)O)P(=O)(O)O. The target protein (P14324) has sequence MPLSRWLRSVGVFLLPAPYWAPRERWLGSLRRPSLVHGYPVLAWHSARCWCQAWTEEPRALCSSLRMNGDQNSDVYAQEKQDFVQHFSQIVRVLTEDEMGHPEIGDAIARLKEVLEYNAIGGKYNRGLTVVVAFRELVEPRKQDADSLQRAWTVGWCVELLQAFFLVADDIMDSSLTRRGQICWYQKPGVGLDAINDANLLEACIYRLLKLYCREQPYYLNLIELFLQSSYQTEIGQTLDLLTAPQGNVDLVRFTEKRYKSIVKYKTAFYSFYLPIAAAMYMAGIDGEKEHANAKKILLEMGEFFQIQDDYLDLFGDPSVTGKIGTDIQDNKCSWLVVQCLQRATPEQYQILKENYGQKEAEKVARVKALYEELDLPAVFLQYEEDSYSHIMALIEQYAAPLPPAVFLGLARKIYKRRK. The pIC50 is 5.6. (5) The target protein (P31646) has sequence MDNRVSGTTSNGETKPVCPVMEKVEEDGTLEREQWTNKMEFVLSVAGEIIGLGNVWRFPYLCYKNGGGAFFIPYLIFLFTCGIPVFFLETALGQYTNQGGITAWRKICPIFEGIGYASQMIVSLLNVYYIVVLAWALFYLFSSFTTDLPWGSCSHEWNTENCVEFQKTNNSLNVTSENATSPVIEFWERRVLKISDGIQHLGSLRWELVLCLLLAWIICYFCIWKGVKSTGKVVYFTATFPYLMLVVLLIRGVTLPGAAQGIQFYLYPNITRLWDPQVWMDAGTQIFFSFAICLGCLTALGSYNKYHNNCYRDCVALCILNSSTSFVAGFAIFSILGFMSQEQGVPISEVAESGPGLAFIAYPRAVVMLPFSPLWACCFFFMVVLLGLDSQFVCVESLVTALVDMYPRVFRKKNRREILILIVSVVSFFIGLIMLTEGGMYVFQLFDYYAASGMCLLFVAIFESLCVAWVYGASRFYDNIEDMIGYKPWPLIKYCWLFFT.... The compound is COc1ccc(C(OCCN2CCC[C@H](C(=O)O)C2)(c2ccc(OC)cc2)c2ccc(OC)cc2)cc1. The pIC50 is 4.7.